From a dataset of Forward reaction prediction with 1.9M reactions from USPTO patents (1976-2016). Predict the product of the given reaction. (1) The product is: [Br:1][C:2]1[C:7]([F:8])=[CH:6][C:5]([S:9]([N:18]([C:19]2[CH:24]=[CH:23][C:22]([CH3:25])=[CH:21][C:20]=2[CH3:26])[CH2:14][CH:15]([CH3:17])[CH3:16])(=[O:11])=[O:10])=[CH:4][C:3]=1[F:13]. Given the reactants [Br:1][C:2]1[C:7]([F:8])=[CH:6][C:5]([S:9](Cl)(=[O:11])=[O:10])=[CH:4][C:3]=1[F:13].[CH2:14]([NH:18][C:19]1[CH:24]=[CH:23][C:22]([CH3:25])=[CH:21][C:20]=1[CH3:26])[CH:15]([CH3:17])[CH3:16], predict the reaction product. (2) Given the reactants [NH2:1][CH2:2][CH2:3][CH2:4][CH2:5][NH:6][S:7]([C:10]1[CH:15]=[CH:14][C:13]([CH2:16][N:17]([CH2:25][C:26]2[NH:27][CH:28]=[CH:29][N:30]=2)[CH2:18][C:19]2[N:20]([CH3:24])[CH:21]=[CH:22][N:23]=2)=[CH:12][CH:11]=1)(=[O:9])=[O:8].[CH:31](=O)[CH2:32][CH3:33].[C:35]([BH3-])#N.[Na+].[C:39](O)(=O)[CH3:40], predict the reaction product. The product is: [CH2:31]([N:1]([CH2:35][CH2:39][CH3:40])[CH2:2][CH2:3][CH2:4][CH2:5][NH:6][S:7]([C:10]1[CH:15]=[CH:14][C:13]([CH2:16][N:17]([CH2:25][C:26]2[NH:30][CH:29]=[CH:28][N:27]=2)[CH2:18][C:19]2[N:20]([CH3:24])[CH:21]=[CH:22][N:23]=2)=[CH:12][CH:11]=1)(=[O:8])=[O:9])[CH2:32][CH3:33]. (3) Given the reactants C([O:4][C:5]1[CH:10]=[C:9]([O:11]CC=C)[C:8]([CH2:15][C:16]#[C:17][CH3:18])=[CH:7][C:6]=1[C:19]1[N:20]([C:25]2[CH:30]=[CH:29][C:28]([CH2:31][N:32]3[CH2:37][CH2:36][O:35][CH2:34][CH2:33]3)=[CH:27][CH:26]=2)[C:21](=[O:24])[NH:22][N:23]=1)C=C.C(=O)([O-])[O-].[K+].[K+].O.Cl, predict the reaction product. The product is: [CH2:15]([C:8]1[C:9]([OH:11])=[CH:10][C:5]([OH:4])=[C:6]([C:19]2[N:20]([C:25]3[CH:26]=[CH:27][C:28]([CH2:31][N:32]4[CH2:37][CH2:36][O:35][CH2:34][CH2:33]4)=[CH:29][CH:30]=3)[C:21](=[O:24])[NH:22][N:23]=2)[CH:7]=1)[C:16]#[C:17][CH3:18]. (4) Given the reactants [F:1][C:2]([F:23])([F:22])[C:3]1[CH:4]=[C:5]([C:13]2([C:18]([F:21])([F:20])[F:19])[CH2:17][CH2:16][NH:15][CH2:14]2)[CH:6]=[C:7]([C:9]([F:12])([F:11])[F:10])[CH:8]=1.Br[C:25]1[CH:26]=[C:27]2[C:31](=[CH:32][CH:33]=1)[CH:30]([NH:34]C(=O)OC(C)(C)C)[CH2:29][CH2:28]2.CC(C)([O-])C.[Na+], predict the reaction product. The product is: [F:12][C:9]([F:10])([F:11])[C:7]1[CH:6]=[C:5]([C:13]2([C:18]([F:21])([F:19])[F:20])[CH2:17][CH2:16][N:15]([C:25]3[CH:26]=[C:27]4[C:31](=[CH:32][CH:33]=3)[CH:30]([NH2:34])[CH2:29][CH2:28]4)[CH2:14]2)[CH:4]=[C:3]([C:2]([F:22])([F:1])[F:23])[CH:8]=1. (5) The product is: [CH2:47]([O:50][CH2:51][CH2:52][N:53]([CH3:54])[C:29](=[O:31])[C:28]1[CH:32]=[CH:33][C:34]([CH2:35][CH2:36][S:37]([N:40]2[CH2:45][CH2:44][C:43](=[O:46])[CH2:42][CH2:41]2)(=[O:39])=[O:38])=[C:26]([CH3:25])[CH:27]=1)[CH:48]=[CH2:49]. Given the reactants CN(C(ON1N=NC2C=CC=NC1=2)=[N+](C)C)C.F[P-](F)(F)(F)(F)F.[CH3:25][C:26]1[CH:27]=[C:28]([CH:32]=[CH:33][C:34]=1[CH2:35][CH2:36][S:37]([N:40]1[CH2:45][CH2:44][C:43](=[O:46])[CH2:42][CH2:41]1)(=[O:39])=[O:38])[C:29]([OH:31])=O.[CH2:47]([O:50][CH2:51][CH2:52][NH:53][CH3:54])[CH:48]=[CH2:49].C(N(C(C)C)CC)(C)C.Cl, predict the reaction product.